Dataset: Full USPTO retrosynthesis dataset with 1.9M reactions from patents (1976-2016). Task: Predict the reactants needed to synthesize the given product. (1) Given the product [OH:7][C:1]1[CH:6]=[CH:5][C:4]([C:9]([C:4]2[CH:5]=[CH:6][C:1]([OH:7])=[CH:2][CH:3]=2)([C:11]2[CH:12]=[CH:13][C:14]([OH:17])=[CH:15][CH:16]=2)[CH3:8])=[CH:3][CH:2]=1, predict the reactants needed to synthesize it. The reactants are: [C:1]1([OH:7])[CH:6]=[CH:5][CH:4]=[CH:3][CH:2]=1.[CH3:8][C:9]([C:11]1[CH:12]=[CH:13][C:14]([OH:17])=[CH:15][CH:16]=1)=O. (2) Given the product [Br:1][C:2]1[C:10]([F:11])=[CH:9][C:5]([C:6]([N:25]2[CH2:26][CH2:27][N:22]([C:16]3[C:15]([CH3:14])=[CH:20][C:19]([CH3:21])=[CH:18][N:17]=3)[CH2:23][CH2:24]2)=[O:7])=[C:4]([Cl:12])[CH:3]=1, predict the reactants needed to synthesize it. The reactants are: [Br:1][C:2]1[C:10]([F:11])=[CH:9][C:5]([C:6](Cl)=[O:7])=[C:4]([Cl:12])[CH:3]=1.Cl.[CH3:14][C:15]1[C:16]([N:22]2[CH2:27][CH2:26][NH:25][CH2:24][CH2:23]2)=[N:17][CH:18]=[C:19]([CH3:21])[CH:20]=1. (3) Given the product [CH2:1]([O:8][C:9](=[O:14])[CH2:10][CH2:11][C:12]#[C:13][C:16]1[CH:21]=[CH:20][C:19]([C:22]([F:25])([F:24])[F:23])=[CH:18][CH:17]=1)[C:2]1[CH:7]=[CH:6][CH:5]=[CH:4][CH:3]=1, predict the reactants needed to synthesize it. The reactants are: [CH2:1]([O:8][C:9](=[O:14])[CH2:10][CH2:11][C:12]#[CH:13])[C:2]1[CH:7]=[CH:6][CH:5]=[CH:4][CH:3]=1.I[C:16]1[CH:21]=[CH:20][C:19]([C:22]([F:25])([F:24])[F:23])=[CH:18][CH:17]=1. (4) Given the product [C:1]([O:5][C:6](=[O:7])[N:8]([CH2:9][CH2:10][N:11]1[C:19]2[C:14](=[CH:15][CH:16]=[C:17]([Cl:20])[CH:18]=2)[C:13]([C:21]([N:40]2[CH2:45][CH2:44][CH:43]([N:46]3[C:54]4[C:49](=[CH:50][CH:51]=[CH:52][CH:53]=4)[CH2:48][C:47]3=[O:55])[CH2:42][CH2:41]2)=[O:23])=[CH:12]1)[CH3:24])([CH3:2])([CH3:3])[CH3:4], predict the reactants needed to synthesize it. The reactants are: [C:1]([O:5][C:6]([N:8]([CH3:24])[CH2:9][CH2:10][N:11]1[C:19]2[C:14](=[CH:15][CH:16]=[C:17]([Cl:20])[CH:18]=2)[C:13]([C:21]([OH:23])=O)=[CH:12]1)=[O:7])([CH3:4])([CH3:3])[CH3:2].C(N(CC)C(C)C)(C)C.C(Cl)(=O)C(Cl)=O.[NH:40]1[CH2:45][CH2:44][CH:43]([N:46]2[C:54]3[C:49](=[CH:50][CH:51]=[CH:52][CH:53]=3)[CH2:48][C:47]2=[O:55])[CH2:42][CH2:41]1.